This data is from Full USPTO retrosynthesis dataset with 1.9M reactions from patents (1976-2016). The task is: Predict the reactants needed to synthesize the given product. (1) Given the product [CH3:10][N:11]1[C:2]2[C:3](=[N:4][CH:5]=[CH:6][CH:7]=2)[C:8]([NH2:9])=[N:12]1, predict the reactants needed to synthesize it. The reactants are: F[C:2]1[C:3]([C:8]#[N:9])=[N:4][CH:5]=[CH:6][CH:7]=1.[CH3:10][NH:11][NH2:12]. (2) Given the product [C:32]([N:12]1[CH2:13][N:8]([C:5]2[CH:6]=[CH:7][C:2]([Cl:1])=[CH:3][CH:4]=2)[C:9](=[O:24])[N:10]([C:14](=[O:23])[C:15]2[C:20]([F:21])=[CH:19][CH:18]=[CH:17][C:16]=2[F:22])[CH2:11]1)(=[O:34])[CH3:33], predict the reactants needed to synthesize it. The reactants are: [Cl:1][C:2]1[CH:7]=[CH:6][C:5]([N:8]2[CH2:13][NH:12][CH2:11][N:10]([C:14](=[O:23])[C:15]3[C:20]([F:21])=[CH:19][CH:18]=[CH:17][C:16]=3[F:22])[C:9]2=[O:24])=[CH:4][CH:3]=1.C(N(CC)CC)C.[C:32](Cl)(=[O:34])[CH3:33].